Dataset: Forward reaction prediction with 1.9M reactions from USPTO patents (1976-2016). Task: Predict the product of the given reaction. (1) The product is: [CH:1]1[C:6]([Cl:7])=[C:5]([NH:8][C:9]2[C:14]([N+:15]([O-:17])=[O:16])=[C:13]([Cl:18])[C:12]([C:19]([F:20])([F:21])[F:22])=[CH:11][C:10]=2[N+:23]([O-:25])=[O:24])[N:4]=[CH:3][C:2]=1[C:26]([F:29])([F:27])[F:28].[C:30]1([O:40][CH3:41])[C:31](=[CH:33][CH:34]=[C:35]([CH:39]=1)[CH2:36][CH:37]=[CH2:38])[OH:32]. Given the reactants [CH:1]1[C:6]([Cl:7])=[C:5]([NH:8][C:9]2[C:14]([N+:15]([O-:17])=[O:16])=[C:13]([Cl:18])[C:12]([C:19]([F:22])([F:21])[F:20])=[CH:11][C:10]=2[N+:23]([O-:25])=[O:24])[N:4]=[CH:3][C:2]=1[C:26]([F:29])([F:28])[F:27].[C:30]1([O:40][CH3:41])[C:31](=[CH:33][CH:34]=[C:35]([CH:39]=1)[CH2:36][CH:37]=[CH2:38])[OH:32].C(O)CCCCCCCCCCC.[Na].C, predict the reaction product. (2) Given the reactants C(OC([NH:11][C@H:12]([C:20]([OH:22])=O)[CH2:13][CH2:14][CH2:15][NH:16][C:17](=[NH:19])[NH2:18])=O)C1C=CC=CC=1.[CH2:23]([S:27]([Cl:30])(=[O:29])=[O:28])[CH2:24][CH2:25][CH3:26].[NH:31]1[CH2:35][CH2:34][CH2:33][CH2:32]1, predict the reaction product. The product is: [ClH:30].[NH:19]=[C:17]([NH:18][S:27]([CH2:23][CH2:24][CH2:25][CH3:26])(=[O:29])=[O:28])[NH:16][CH2:15][CH2:14][CH2:13][C@@H:12]([C:20]([N:31]1[CH2:35][CH2:34][CH2:33][CH2:32]1)=[O:22])[NH2:11].